From a dataset of Reaction yield outcomes from USPTO patents with 853,638 reactions. Predict the reaction yield, written as a fraction of the theoretical maximum amount of product (1.0 means a 100% yield; for example, 0.34 means a 34% yield). (1) The reactants are [F:1][C:2]1[CH:3]=[N:4][CH:5]=[CH:6][CH:7]=1.C([N-]C(C)C)(C)C.[Li+].[CH:16](=[O:18])[CH3:17].[Cl-].[NH4+]. The catalyst is C1COCC1.CCCCCCC.C(C1C=CC=CC=1)C.O. The product is [F:1][C:2]1[CH:3]=[N:4][CH:5]=[CH:6][C:7]=1[CH:16]([OH:18])[CH3:17]. The yield is 0.760. (2) The product is [OH:11][CH2:10][C@@H:8]1[C@@H:6]([OH:7])[C@@H:4]([OH:5])[CH:3]([CH2:2][N:12]([C:13]2[CH:18]=[CH:17][C:16]([O:19][CH3:20])=[CH:15][CH:14]=2)[CH3:21])[O:9]1. The catalyst is C1COCC1. The reactants are O=[C:2]([N:12]([CH3:21])[C:13]1[CH:18]=[CH:17][C:16]([O:19][CH3:20])=[CH:15][CH:14]=1)[C@@H:3]1[O:9][C@H:8]([CH2:10][OH:11])[C@@H:6]([OH:7])[C@H:4]1[OH:5].[H-].[Al+3].[Li+].[H-].[H-].[H-]. The yield is 0.250. (3) The reactants are FC(F)(F)C(O)=O.[F:8][C:9]1[CH:14]=[C:13]([F:15])[C:12]([F:16])=[CH:11][C:10]=1[NH:17][C:18]1[O:22][C:21]([C:23]([NH:25][C:26]2[CH:27]=[CH:28][C:29]([O:32][CH:33]3[CH2:38][CH2:37][CH:36]([C:39]([O:41]C(C)(C)C)=[O:40])[CH2:35][CH2:34]3)=[N:30][CH:31]=2)=[O:24])=[N:20][N:19]=1.C([O-])([O-])=O.[K+].[K+].C(O)(=O)CC(CC(O)=O)(C(O)=O)O. The catalyst is C1COCC1. The product is [F:8][C:9]1[CH:14]=[C:13]([F:15])[C:12]([F:16])=[CH:11][C:10]=1[NH:17][C:18]1[O:22][C:21]([C:23]([NH:25][C:26]2[CH:27]=[CH:28][C:29]([O:32][CH:33]3[CH2:34][CH2:35][CH:36]([C:39]([OH:41])=[O:40])[CH2:37][CH2:38]3)=[N:30][CH:31]=2)=[O:24])=[N:20][N:19]=1. The yield is 0.680. (4) The reactants are [F:1][C:2]([F:15])([F:14])[C:3]#[C:4][C:5]1[CH:13]=[CH:12][C:8]([C:9]([O-:11])=[O:10])=[CH:7][CH:6]=1.[OH-].[Li+].CO.Cl. The catalyst is O. The product is [F:1][C:2]([F:14])([F:15])[C:3]#[C:4][C:5]1[CH:13]=[CH:12][C:8]([C:9]([OH:11])=[O:10])=[CH:7][CH:6]=1. The yield is 0.860. (5) The reactants are [CH3:1][C:2]1[N:3]=[CH:4][C:5]2[C:10]([CH:11]=1)=[CH:9][C:8]([C:12](OC)=[O:13])=[CH:7][CH:6]=2. The catalyst is C1COCC1. The product is [CH3:1][C:2]1[N:3]=[CH:4][C:5]2[C:10]([CH:11]=1)=[CH:9][C:8]([CH2:12][OH:13])=[CH:7][CH:6]=2. The yield is 0.890. (6) The reactants are CC1(C)[O:9][C:7](=[O:8])[CH2:6][C:4](=O)O1.[Cl:11][C:12]1[CH:19]=[C:18]([Cl:20])[CH:17]=[C:16]([Cl:21])[C:13]=1C=O. The product is [Cl:11][C:12]1[CH:19]=[C:18]([Cl:20])[CH:17]=[C:16]([Cl:21])[C:13]=1[CH2:4][CH2:6][C:7]([OH:9])=[O:8]. The catalyst is CCN(CC)CC.C(O)=O. The yield is 0.860. (7) The catalyst is CCO. The reactants are Cl[C:2]1[C:7]([F:8])=[C:6]([Cl:9])[N:5]=[C:4]([C:10]#[C:11][CH:12]2[CH2:14][CH2:13]2)[N:3]=1.[F:15][CH:16]([F:25])[O:17][C:18]1[CH:24]=[CH:23][C:21]([NH2:22])=[CH:20][CH:19]=1. The product is [Cl:9][C:6]1[N:5]=[C:4]([C:10]#[C:11][CH:12]2[CH2:14][CH2:13]2)[N:3]=[C:2]([NH:22][C:21]2[CH:23]=[CH:24][C:18]([O:17][CH:16]([F:15])[F:25])=[CH:19][CH:20]=2)[C:7]=1[F:8]. The yield is 0.700. (8) The reactants are [NH2:1][C:2]1[C:7]([C:8]([F:11])([F:10])[F:9])=[CH:6][CH:5]=[CH:4][N:3]=1.[N+:12]([O-])([OH:14])=[O:13]. The catalyst is S(=O)(=O)(O)O. The product is [N+:12]([C:5]1[CH:6]=[C:7]([C:8]([F:9])([F:11])[F:10])[C:2]([NH2:1])=[N:3][CH:4]=1)([O-:14])=[O:13]. The yield is 0.750. (9) The reactants are [CH3:1][C:2]1[CH:3]=[CH:4][CH:5]=[CH:6][C:7]=1[CH3:8].ClCCCl.[N+:13]([O-:16])([OH:15])=[O:14]. The catalyst is O. The product is [N+:13]([C:3]1[CH:4]=[CH:5][CH:6]=[C:7]([CH3:8])[C:2]=1[CH3:1])([O-:15])=[O:14].[N+:13]([C:4]1[CH:3]=[C:2]([CH3:1])[C:7]([CH3:8])=[CH:6][CH:5]=1)([O-:16])=[O:14]. The yield is 0.510. (10) The reactants are N1([C:7]2[CH:12]=[C:11]([C:13]([F:16])([F:15])[F:14])[N:10]=[CH:9][N:8]=2)CCNCC1.C(OC(N[C@@H]1CC[C@](C(C)C)(C(O)=O)C1)=O)(C)(C)C.F[P-](F)(F)(F)(F)F.N1(O[P+](N(C)C)(N(C)C)N(C)C)C2C=CC=CC=2N=N1.C(N(CC)CC)C.C(Cl)[Cl:71]. No catalyst specified. The product is [Cl:71][C:7]1[CH:12]=[C:11]([C:13]([F:16])([F:15])[F:14])[N:10]=[CH:9][N:8]=1. The yield is 0.383.